Dataset: TCR-epitope binding with 47,182 pairs between 192 epitopes and 23,139 TCRs. Task: Binary Classification. Given a T-cell receptor sequence (or CDR3 region) and an epitope sequence, predict whether binding occurs between them. (1) The epitope is KLSALGINAV. The TCR CDR3 sequence is CSALRLDTDTQYF. Result: 1 (the TCR binds to the epitope). (2) The epitope is RLFRKSNLK. The TCR CDR3 sequence is CASSPGQGAYEQYF. Result: 1 (the TCR binds to the epitope). (3) The epitope is HSKKKCDEL. The TCR CDR3 sequence is CASSQGGDGYGYTF. Result: 0 (the TCR does not bind to the epitope). (4) Result: 1 (the TCR binds to the epitope). The TCR CDR3 sequence is CSVQWREGLGELFF. The epitope is FPPTSFGPL. (5) The epitope is GILGFVFTL. The TCR CDR3 sequence is CASSTRSHEPQHF. Result: 1 (the TCR binds to the epitope). (6) The epitope is NLVPMVATV. The TCR CDR3 sequence is CASSIFGGQIYEQYF. Result: 1 (the TCR binds to the epitope). (7) The epitope is LPPAYTNSF. The TCR CDR3 sequence is CASGFGGDRPDRRAEAFF. Result: 0 (the TCR does not bind to the epitope). (8) The epitope is LLQTGIHVRVSQPSL. The TCR CDR3 sequence is CASSPTQSRAGNTIYF. Result: 1 (the TCR binds to the epitope).